This data is from Forward reaction prediction with 1.9M reactions from USPTO patents (1976-2016). The task is: Predict the product of the given reaction. Given the reactants [NH2:1][C:2]1[S:3][C:4]2[CH:10]=[C:9]([N+:11]([O-])=O)[CH:8]=[CH:7][C:5]=2[N:6]=1.[H][H], predict the reaction product. The product is: [S:3]1[C:4]2[CH:10]=[C:9]([NH2:11])[CH:8]=[CH:7][C:5]=2[N:6]=[C:2]1[NH2:1].